This data is from Forward reaction prediction with 1.9M reactions from USPTO patents (1976-2016). The task is: Predict the product of the given reaction. (1) Given the reactants C1(S(O)(=O)=O)C2C=CC=C(S(O)(=O)=O)C=2C=CC=1.[CH3:19][NH:20][CH2:21][CH2:22][CH2:23][CH2:24][CH2:25][CH2:26][CH2:27][CH2:28][N:29]1[CH2:33][CH2:32][C@@H:31]([C:34]([C:44]2[CH:49]=[CH:48][CH:47]=[CH:46][CH:45]=2)([C:38]2[CH:43]=[CH:42][CH:41]=[CH:40][CH:39]=2)[C:35]([NH2:37])=[O:36])[CH2:30]1, predict the reaction product. The product is: [CH3:19][NH:20][CH2:21][CH2:22][CH2:23][CH2:24][CH2:25][CH2:26][CH2:27][CH2:28][N:29]1[CH2:33][CH2:32][C@@H:31]([C:34]([C:44]2[CH:49]=[CH:48][CH:47]=[CH:46][CH:45]=2)([C:38]2[CH:39]=[CH:40][CH:41]=[CH:42][CH:43]=2)[C:35]([NH2:37])=[O:36])[CH2:30]1. (2) Given the reactants Cl.[C:2]1([CH3:23])[CH:7]=[CH:6][CH:5]=[CH:4][C:3]=1[C@@H:8]1[NH:14][CH2:13][C:12]2[CH:15]=[CH:16][C:17]([C:19]([O:21][CH3:22])=[O:20])=[CH:18][C:11]=2[O:10][CH2:9]1.CCN(CC)CC.[O:31]1[CH2:36][CH2:35][CH:34]([C:37](O)=[O:38])[CH2:33][CH2:32]1, predict the reaction product. The product is: [O:31]1[CH2:36][CH2:35][CH:34]([C:37]([N:14]2[CH2:13][C:12]3[CH:15]=[CH:16][C:17]([C:19]([O:21][CH3:22])=[O:20])=[CH:18][C:11]=3[O:10][CH2:9][C@@H:8]2[C:3]2[CH:4]=[CH:5][CH:6]=[CH:7][C:2]=2[CH3:23])=[O:38])[CH2:33][CH2:32]1.